This data is from Forward reaction prediction with 1.9M reactions from USPTO patents (1976-2016). The task is: Predict the product of the given reaction. The product is: [CH3:19][O:18][CH2:17][O:16][C:5]1[C:6]2[S:7][C:8]3[C:13](=[CH:12][CH:11]=[CH:10][CH:9]=3)[S:14][C:15]=2[C:2]([B:20]2[O:24][C:23]([CH3:26])([CH3:25])[C:22]([CH3:28])([CH3:27])[O:21]2)=[CH:3][CH:4]=1. Given the reactants Br[C:2]1[C:15]2[S:14][C:13]3[C:8](=[CH:9][CH:10]=[CH:11][CH:12]=3)[S:7][C:6]=2[C:5]([O:16][CH2:17][O:18][CH3:19])=[CH:4][CH:3]=1.[B:20]1([B:20]2[O:24][C:23]([CH3:26])([CH3:25])[C:22]([CH3:28])([CH3:27])[O:21]2)[O:24][C:23]([CH3:26])([CH3:25])[C:22]([CH3:28])([CH3:27])[O:21]1.C([O-])(=O)C.[K+], predict the reaction product.